From a dataset of Full USPTO retrosynthesis dataset with 1.9M reactions from patents (1976-2016). Predict the reactants needed to synthesize the given product. Given the product [CH3:2][C:3]1[N:4]([C:9]2[CH:14]=[CH:13][C:12]([O:19][CH3:16])=[CH:11][N:10]=2)[C:5]([CH3:8])=[CH:6][CH:7]=1, predict the reactants needed to synthesize it. The reactants are: [Na].[CH3:2][C:3]1[N:4]([C:9]2[CH:14]=[CH:13][C:12](I)=[CH:11][N:10]=2)[C:5]([CH3:8])=[CH:6][CH:7]=1.[CH:16]([O:19]C(C)C)(C)C.[NH4+].[Cl-].